Dataset: NCI-60 drug combinations with 297,098 pairs across 59 cell lines. Task: Regression. Given two drug SMILES strings and cell line genomic features, predict the synergy score measuring deviation from expected non-interaction effect. (1) Drug 1: C1=CC=C(C=C1)NC(=O)CCCCCCC(=O)NO. Drug 2: CC(C)(C#N)C1=CC(=CC(=C1)CN2C=NC=N2)C(C)(C)C#N. Cell line: SW-620. Synergy scores: CSS=7.53, Synergy_ZIP=1.62, Synergy_Bliss=4.88, Synergy_Loewe=5.19, Synergy_HSA=3.82. (2) Drug 1: CC1=C(C(=CC=C1)Cl)NC(=O)C2=CN=C(S2)NC3=CC(=NC(=N3)C)N4CCN(CC4)CCO. Synergy scores: CSS=7.13, Synergy_ZIP=-2.50, Synergy_Bliss=-2.79, Synergy_Loewe=-1.15, Synergy_HSA=-2.79. Cell line: SK-MEL-5. Drug 2: CS(=O)(=O)OCCCCOS(=O)(=O)C. (3) Synergy scores: CSS=68.7, Synergy_ZIP=1.14, Synergy_Bliss=0.751, Synergy_Loewe=-8.60, Synergy_HSA=1.45. Drug 1: C1=NC(=NC(=O)N1C2C(C(C(O2)CO)O)O)N. Cell line: MOLT-4. Drug 2: CC1CCCC2(C(O2)CC(NC(=O)CC(C(C(=O)C(C1O)C)(C)C)O)C(=CC3=CSC(=N3)C)C)C. (4) Drug 1: CCC1=CC2CC(C3=C(CN(C2)C1)C4=CC=CC=C4N3)(C5=C(C=C6C(=C5)C78CCN9C7C(C=CC9)(C(C(C8N6C)(C(=O)OC)O)OC(=O)C)CC)OC)C(=O)OC.C(C(C(=O)O)O)(C(=O)O)O. Drug 2: CC1=C2C(C(=O)C3(C(CC4C(C3C(C(C2(C)C)(CC1OC(=O)C(C(C5=CC=CC=C5)NC(=O)OC(C)(C)C)O)O)OC(=O)C6=CC=CC=C6)(CO4)OC(=O)C)O)C)O. Cell line: EKVX. Synergy scores: CSS=44.7, Synergy_ZIP=-8.98, Synergy_Bliss=-6.30, Synergy_Loewe=-9.83, Synergy_HSA=-2.61. (5) Drug 1: C1=CC(=CC=C1CC(C(=O)O)N)N(CCCl)CCCl.Cl. Drug 2: C(CN)CNCCSP(=O)(O)O. Cell line: EKVX. Synergy scores: CSS=-1.86, Synergy_ZIP=2.07, Synergy_Bliss=1.66, Synergy_Loewe=-6.94, Synergy_HSA=-3.13. (6) Drug 1: CCC1=CC2CC(C3=C(CN(C2)C1)C4=CC=CC=C4N3)(C5=C(C=C6C(=C5)C78CCN9C7C(C=CC9)(C(C(C8N6C)(C(=O)OC)O)OC(=O)C)CC)OC)C(=O)OC.C(C(C(=O)O)O)(C(=O)O)O. Drug 2: C#CCC(CC1=CN=C2C(=N1)C(=NC(=N2)N)N)C3=CC=C(C=C3)C(=O)NC(CCC(=O)O)C(=O)O. Cell line: CCRF-CEM. Synergy scores: CSS=53.9, Synergy_ZIP=-1.48, Synergy_Bliss=-1.97, Synergy_Loewe=-0.499, Synergy_HSA=-1.33.